From a dataset of Forward reaction prediction with 1.9M reactions from USPTO patents (1976-2016). Predict the product of the given reaction. (1) Given the reactants [CH3:1][C:2]1([CH3:10])[CH2:5][CH:4]([CH2:6][C:7]([OH:9])=O)[CH2:3]1.[CH3:11]NOC.CN(C(ON1N=NC2C=CC=NC1=2)=[N+](C)C)C.F[P-](F)(F)(F)(F)F.C[Mg]Br, predict the reaction product. The product is: [CH3:10][C:2]1([CH3:1])[CH2:3][CH:4]([CH2:6][C:7](=[O:9])[CH3:11])[CH2:5]1. (2) The product is: [CH3:50][C:51]1[C:55]([C:56]2[CH:57]=[C:58]([NH:62][C:23]([C:18]3[C:19](=[O:22])[O:20][C:21]4[C:16]([CH:17]=3)=[CH:15][CH:14]=[CH:13][C:12]=4[O:11][CH3:10])=[O:25])[CH:59]=[CH:60][CH:61]=2)=[C:54]([CH3:63])[O:53][N:52]=1. Given the reactants CCN(C(C)C)C(C)C.[CH3:10][O:11][C:12]1[CH:13]=[CH:14][CH:15]=[C:16]2[C:21]=1[O:20][C:19](=[O:22])[C:18]([C:23]([OH:25])=O)=[CH:17]2.CN(C(ON1N=NC2C=CC=NC1=2)=[N+](C)C)C.F[P-](F)(F)(F)(F)F.[CH3:50][C:51]1[C:55]([C:56]2[CH:57]=[C:58]([NH2:62])[CH:59]=[CH:60][CH:61]=2)=[C:54]([CH3:63])[O:53][N:52]=1, predict the reaction product.